From a dataset of Forward reaction prediction with 1.9M reactions from USPTO patents (1976-2016). Predict the product of the given reaction. (1) The product is: [Br:1][C:2]1[CH:19]=[CH:18][C:5]([CH2:6][O:7][C:8]2[CH:13]=[C:12]([NH2:14])[CH:11]=[C:10]([Cl:17])[CH:9]=2)=[CH:4][CH:3]=1. Given the reactants [Br:1][C:2]1[CH:19]=[CH:18][C:5]([CH2:6][O:7][C:8]2[CH:13]=[C:12]([N+:14]([O-])=O)[CH:11]=[C:10]([Cl:17])[CH:9]=2)=[CH:4][CH:3]=1.[NH4+].[Cl-], predict the reaction product. (2) Given the reactants [CH:1]([C:3]1[C:8]([OH:9])=[CH:7][CH:6]=[CH:5][C:4]=1[OH:10])=[CH2:2].[CH2:11](Br)[CH:12]=[CH2:13].C(=O)([O-])[O-].[K+].[K+].[I-].[K+].[CH3:23][C:24]([CH3:26])=O, predict the reaction product. The product is: [CH:1]([C:3]1[C:8]([O:9][CH2:11][CH:12]=[CH2:13])=[CH:7][CH:6]=[CH:5][C:4]=1[O:10][CH2:26][CH:24]=[CH2:23])=[CH2:2]. (3) Given the reactants C(NC(C)C)(C)C.C([Li])CCC.[CH3:13][CH:14]([CH3:20])[C:15]([O:17][CH2:18][CH3:19])=[O:16].[Br:21][C:22]1[CH:27]=[CH:26][C:25]([Cl:28])=[CH:24][C:23]=1[CH2:29]Br, predict the reaction product. The product is: [Br:21][C:22]1[CH:27]=[CH:26][C:25]([Cl:28])=[CH:24][C:23]=1[CH2:29][C:14]([CH3:20])([CH3:13])[C:15]([O:17][CH2:18][CH3:19])=[O:16].